From a dataset of Peptide-MHC class I binding affinity with 185,985 pairs from IEDB/IMGT. Regression. Given a peptide amino acid sequence and an MHC pseudo amino acid sequence, predict their binding affinity value. This is MHC class I binding data. (1) The peptide sequence is ELRSLYNTV. The MHC is HLA-B18:01 with pseudo-sequence HLA-B18:01. The binding affinity (normalized) is 0.0308. (2) The peptide sequence is LLSAGIFGA. The MHC is HLA-A02:02 with pseudo-sequence HLA-A02:02. The binding affinity (normalized) is 0.768.